From a dataset of In vitro SARS-CoV-2 activity screen of 1,480 approved drugs from Prestwick library. Binary Classification. Given a drug SMILES string, predict its activity (active/inactive) in a high-throughput screening assay against a specified biological target. (1) The molecule is CCOC(=O)c1ccc(C#Cc2ccc3c(c2)C(C)(C)CCS3)nc1. The result is 0 (inactive). (2) The drug is CCCCc1oc2ccccc2c1C(=O)c1cc(I)c(OCCN(CC)CC)c(I)c1.Cl. The result is 0 (inactive). (3) The compound is NC(N)=NCCN1CCCCCCC1.O=S(=O)(O)O. The result is 0 (inactive). (4) The compound is O=c1[nH]c2ccccc2n1C1CCN(CCCC(c2ccc(F)cc2)c2ccc(F)cc2)CC1. The result is 0 (inactive). (5) The compound is CCCCN1CCCCC1C(=O)Nc1c(C)cccc1C.Cl. The result is 0 (inactive).